Task: Regression. Given two drug SMILES strings and cell line genomic features, predict the synergy score measuring deviation from expected non-interaction effect.. Dataset: NCI-60 drug combinations with 297,098 pairs across 59 cell lines (1) Drug 1: CC1C(C(CC(O1)OC2CC(CC3=C2C(=C4C(=C3O)C(=O)C5=C(C4=O)C(=CC=C5)OC)O)(C(=O)C)O)N)O.Cl. Drug 2: C1=NC(=NC(=O)N1C2C(C(C(O2)CO)O)O)N. Cell line: HT29. Synergy scores: CSS=17.4, Synergy_ZIP=-2.84, Synergy_Bliss=1.43, Synergy_Loewe=-9.07, Synergy_HSA=0.817. (2) Drug 1: C1=CC=C(C=C1)NC(=O)CCCCCCC(=O)NO. Drug 2: CCC1(CC2CC(C3=C(CCN(C2)C1)C4=CC=CC=C4N3)(C5=C(C=C6C(=C5)C78CCN9C7C(C=CC9)(C(C(C8N6C)(C(=O)OC)O)OC(=O)C)CC)OC)C(=O)OC)O.OS(=O)(=O)O. Cell line: K-562. Synergy scores: CSS=7.94, Synergy_ZIP=5.83, Synergy_Bliss=5.86, Synergy_Loewe=7.22, Synergy_HSA=4.19.